Dataset: Full USPTO retrosynthesis dataset with 1.9M reactions from patents (1976-2016). Task: Predict the reactants needed to synthesize the given product. Given the product [OH:18][C@H:15]1[CH2:16][CH2:17][C@@:12]([C@H:11]2[CH2:10][CH2:9][C@@:8]3([CH3:22])[C@@H:4]([CH2:5][CH2:6][C:7]3=[CH2:23])[C@@H:3]2[CH2:2][NH:1][C:57](=[O:64])[C:58]2[CH:63]=[CH:62][CH:61]=[CH:60][CH:59]=2)([CH3:21])[C@@H:13]([CH2:19][OH:20])[CH2:14]1, predict the reactants needed to synthesize it. The reactants are: [NH2:1][CH2:2][C@@H:3]1[C@@H:11]([C@@:12]2([CH3:21])[CH2:17][CH2:16][C@H:15]([OH:18])[CH2:14][C@@H:13]2[CH2:19][OH:20])[CH2:10][CH2:9][C@@:8]2([CH3:22])[C@H:4]1[CH2:5][CH2:6][C:7]2=[CH2:23].C1CN([P+](ON2N=NC3C=CC=CC2=3)(N2CCCC2)N2CCCC2)CC1.F[P-](F)(F)(F)(F)F.[C:57](O)(=[O:64])[C:58]1[CH:63]=[CH:62][CH:61]=[CH:60][CH:59]=1.CCN(C(C)C)C(C)C.